Dataset: Reaction yield outcomes from USPTO patents with 853,638 reactions. Task: Predict the reaction yield, written as a fraction of the theoretical maximum amount of product (1.0 means a 100% yield; for example, 0.34 means a 34% yield). (1) The reactants are OS(O)(=O)=O.O[C:7]1([CH:11]([CH3:17])[C:12]([O:14][CH2:15][CH3:16])=[O:13])[CH2:10][CH2:9][CH2:8]1.[OH-:18].[Na+].[C:20](#[N:27])[C:21]1[CH:26]=[CH:25][CH:24]=[CH:23][CH:22]=1. No catalyst specified. The product is [C:20]([NH:27][C:7]1([CH:11]([CH3:17])[C:12]([O:14][CH2:15][CH3:16])=[O:13])[CH2:10][CH2:9][CH2:8]1)(=[O:18])[C:21]1[CH:26]=[CH:25][CH:24]=[CH:23][CH:22]=1. The yield is 0.460. (2) The reactants are [CH2:1]([O:3][C:4]([C:6]1([NH:15][S:16]([C:19]2[CH:24]=[C:23]([Cl:25])[CH:22]=[C:21]([Cl:26])[C:20]=2[OH:27])(=[O:18])=[O:17])[CH2:14][C:13]2[C:8](=[CH:9][CH:10]=[CH:11][CH:12]=2)[CH2:7]1)=[O:5])[CH3:2].C([O-])([O-])=O.[Cs+].[Cs+].Br[CH:35]([CH3:37])[CH3:36]. The catalyst is CN(C=O)C. The product is [CH2:1]([O:3][C:4]([C:6]1([NH:15][S:16]([C:19]2[CH:24]=[C:23]([Cl:25])[CH:22]=[C:21]([Cl:26])[C:20]=2[O:27][CH:35]([CH3:37])[CH3:36])(=[O:18])=[O:17])[CH2:14][C:13]2[C:8](=[CH:9][CH:10]=[CH:11][CH:12]=2)[CH2:7]1)=[O:5])[CH3:2]. The yield is 1.00. (3) The reactants are [C:1]([CH2:4][C:5]1[CH:13]=[C:12]([O:14][CH3:15])[CH:11]=[CH:10][C:6]=1[C:7]([OH:9])=[O:8])([OH:3])=O.N1C=CC=CC=1.CCOCC.[C:27](O[C:27]([C:29]([F:32])([F:31])[F:30])=[O:28])([C:29]([F:32])([F:31])[F:30])=[O:28]. No catalyst specified. The product is [CH3:15][O:14][C:12]1[CH:13]=[C:5]2[C:6](=[CH:10][CH:11]=1)[C:7](=[O:8])[O:9][C:1](=[O:3])[CH:4]2[C:27](=[O:28])[C:29]([F:32])([F:31])[F:30]. The yield is 0.438. (4) The reactants are [CH2:1]([O:8][C:9]1[CH:14]=[CH:13][C:12]([CH2:15][C:16](Cl)=[N:17][OH:18])=[CH:11][CH:10]=1)[C:2]1[CH:7]=[CH:6][CH:5]=[CH:4][CH:3]=1.[C:20]([C:22]1[C:23]([NH2:29])=[N:24][C:25]([NH2:28])=[CH:26][CH:27]=1)#[CH:21].C(N(CC)CC)C. The catalyst is O1CCCC1. The product is [CH2:1]([O:8][C:9]1[CH:14]=[CH:13][C:12]([CH2:15][C:16]2[CH:21]=[C:20]([C:22]3[C:23]([NH2:29])=[N:24][C:25]([NH2:28])=[CH:26][CH:27]=3)[O:18][N:17]=2)=[CH:11][CH:10]=1)[C:2]1[CH:7]=[CH:6][CH:5]=[CH:4][CH:3]=1. The yield is 0.270. (5) The reactants are [C:1]1(=[O:7])O[C:4](=[O:5])[CH:3]=[CH:2]1.[CH3:8][CH:9]([CH2:13][CH2:14][CH2:15][CH:16]([CH3:18])[CH3:17])[CH2:10][CH2:11][NH2:12].C[Si](C)(C)N[Si](C)(C)C.Cl. The catalyst is [Br-].[Zn+2].[Br-].C1(C)C=CC=CC=1. The product is [CH3:8][CH:9]([CH2:13][CH2:14][CH2:15][CH:16]([CH3:18])[CH3:17])[CH2:10][CH2:11][N:12]1[C:4](=[O:5])[CH:3]=[CH:2][C:1]1=[O:7]. The yield is 0.640. (6) The reactants are [OH:1][CH2:2][C:3]([CH3:9])([CH3:8])[C:4]([O:6][CH3:7])=[O:5].ClN1C(=O)N(Cl)C(=O)N(Cl)C1=O. The catalyst is ClCCl. The product is [CH3:8][C:3]([CH3:9])([CH:2]=[O:1])[C:4]([O:6][CH3:7])=[O:5]. The yield is 0.770. (7) The reactants are [CH2:1]([Si:3]([CH3:29])([CH3:28])[CH2:4][C:5]([NH:7]/[N:8]=[C:9]1\[NH:10][CH:11]=[CH:12][C:13]([C:15]2[CH:20]=[CH:19][N:18]=[C:17]([NH:21][C:22]3[N:26]([CH3:27])[N:25]=[CH:24][CH:23]=3)[N:16]=2)=[CH:14]\1)=O)[CH3:2].BrC(Cl)(Cl)C(Cl)(Cl)Br.C1C=CC(P(C2C=CC=CC=2)C2C=CC=CC=2)=CC=1. The catalyst is CC#N. The product is [CH2:1]([Si:3]([CH2:4][C:5]1[N:10]2[CH:11]=[CH:12][C:13]([C:15]3[CH:20]=[CH:19][N:18]=[C:17]([NH:21][C:22]4[N:26]([CH3:27])[N:25]=[CH:24][CH:23]=4)[N:16]=3)=[CH:14][C:9]2=[N:8][N:7]=1)([CH3:29])[CH3:28])[CH3:2]. The yield is 0.150.